From a dataset of Full USPTO retrosynthesis dataset with 1.9M reactions from patents (1976-2016). Predict the reactants needed to synthesize the given product. (1) Given the product [NH2:1][C:2]1[CH:3]=[C:4]([CH:8]=[CH:9][N:10]=1)[C:5]([NH:49][CH2:42][C:43]1[CH:48]=[CH:47][CH:46]=[CH:45][CH:44]=1)=[O:7], predict the reactants needed to synthesize it. The reactants are: [NH2:1][C:2]1[CH:3]=[C:4]([CH:8]=[CH:9][N:10]=1)[C:5]([OH:7])=O.Cl.CN(C)CCCN=C=NCC.C(N(CC)C(C)C)(C)C.ON1C2C=CC=CC=2N=N1.[CH2:42]([NH2:49])[C:43]1[CH:48]=[CH:47][CH:46]=[CH:45][CH:44]=1. (2) Given the product [CH:33]1([CH2:32][O:31][NH:30][C:29]([C:16]2[C:17]([NH:20][C:21]3[CH:26]=[CH:25][C:24]([Br:27])=[CH:23][C:22]=3[Cl:28])=[C:18]([Cl:19])[C:13]3[N:14]([C:10]([CH2:9][NH:7][CH3:6])=[CH:11][N:12]=3)[CH:15]=2)=[O:36])[CH2:35][CH2:34]1, predict the reactants needed to synthesize it. The reactants are: C(O[C:6](=O)[N:7]([CH2:9][C:10]1[N:14]2[CH:15]=[C:16]([C:29](=[O:36])[NH:30][O:31][CH2:32][CH:33]3[CH2:35][CH2:34]3)[C:17]([NH:20][C:21]3[CH:26]=[CH:25][C:24]([Br:27])=[CH:23][C:22]=3[Cl:28])=[C:18]([Cl:19])[C:13]2=[N:12][CH:11]=1)C)(C)(C)C.ClCCl.FC(F)(F)C(O)=O. (3) Given the product [CH3:8][CH:7]([CH3:9])[CH2:6][CH:5]([C:10]1[CH:11]=[C:12]([C:34]2[CH:39]=[CH:38][C:37]([C:40]([F:43])([F:41])[F:42])=[CH:36][CH:35]=2)[CH:13]=[C:14]([CH:16]2[CH2:21][CH2:20][CH2:19][N:18]([CH2:22][C:23]3[CH:28]=[CH:27][C:26]([N:29]4[CH:33]=[CH:32][CH:31]=[CH:30]4)=[CH:25][CH:24]=3)[CH2:17]2)[CH:15]=1)[C:4]([OH:44])=[O:3], predict the reactants needed to synthesize it. The reactants are: C([O:3][C:4](=[O:44])[CH:5]([C:10]1[CH:11]=[C:12]([C:34]2[CH:39]=[CH:38][C:37]([C:40]([F:43])([F:42])[F:41])=[CH:36][CH:35]=2)[CH:13]=[C:14]([CH:16]2[CH2:21][CH2:20][CH2:19][N:18]([CH2:22][C:23]3[CH:28]=[CH:27][C:26]([N:29]4[CH:33]=[CH:32][CH:31]=[CH:30]4)=[CH:25][CH:24]=3)[CH2:17]2)[CH:15]=1)[CH2:6][CH:7]([CH3:9])[CH3:8])C.[OH-].[K+]. (4) Given the product [Cl:1][C:2]1[CH:7]=[C:6]([N:8]=[C:10]=[S:11])[CH:5]=[C:4]([Cl:9])[N:3]=1, predict the reactants needed to synthesize it. The reactants are: [Cl:1][C:2]1[CH:7]=[C:6]([NH2:8])[CH:5]=[C:4]([Cl:9])[N:3]=1.[C:10](Cl)(Cl)=[S:11].C(N(CC)CC)C. (5) Given the product [CH3:16][CH:12]1[CH2:13][CH2:14][CH2:15][N:11]1[CH2:10][CH2:9][C:7]1[S:8][C:4]2[CH:3]=[C:2]([C:21]3[CH:20]=[N:19][CH:24]=[CH:23][CH:22]=3)[CH:18]=[CH:17][C:5]=2[N:6]=1, predict the reactants needed to synthesize it. The reactants are: Br[C:2]1[CH:18]=[CH:17][C:5]2[N:6]=[C:7]([CH2:9][CH2:10][N:11]3[CH2:15][CH2:14][CH2:13][CH:12]3[CH3:16])[S:8][C:4]=2[CH:3]=1.[N:19]1[CH:24]=[CH:23][CH:22]=[C:21](B(O)O)[CH:20]=1.C1(P(C2CCCCC2)C2C=CC=CC=2C2C=CC=CC=2)CCCCC1.C(=O)([O-])[O-].[Na+].[Na+]. (6) Given the product [F:1][C:2]1[CH:7]=[CH:6][C:5]([CH2:8][CH2:9][CH2:10][CH2:11][CH2:12][CH2:13][CH2:14][C:15]([OH:17])=[O:16])=[CH:4][C:3]=1[CH3:18], predict the reactants needed to synthesize it. The reactants are: [F:1][C:2]1[CH:7]=[CH:6][C:5]([CH:8]=[CH:9][CH2:10][CH2:11][CH2:12][CH2:13][CH2:14][C:15]([OH:17])=[O:16])=[CH:4][C:3]=1[CH3:18]. (7) Given the product [CH2:40]([S:45]([NH:48][C:5](=[O:11])[O:6][CH2:7]/[CH:37]=[CH:36]/[C:26]1[CH:27]=[CH:28][C:29]([O:31][CH2:32][CH2:33][O:34][CH3:35])=[CH:30][C:25]=1[O:24][C:15]1[C:14]([Cl:13])=[CH:19][C:18]([C:20]([F:23])([F:22])[F:21])=[CH:17][N:16]=1)(=[O:47])=[O:46])[CH2:41][CH2:42][CH2:43][CH3:44], predict the reactants needed to synthesize it. The reactants are: ClC(Cl)(O[C:5](=[O:11])[O:6][C:7](Cl)(Cl)Cl)Cl.[Cl:13][C:14]1[C:15]([O:24][C:25]2[CH:30]=[C:29]([O:31][CH2:32][CH2:33][O:34][CH3:35])[CH:28]=[CH:27][C:26]=2/[CH:36]=[CH:37]/CO)=[N:16][CH:17]=[C:18]([C:20]([F:23])([F:22])[F:21])[CH:19]=1.[CH2:40]([S:45]([NH2:48])(=[O:47])=[O:46])[CH2:41][CH2:42][CH2:43][CH3:44].C(N(CC)C(C)C)(C)C.Cl.